Task: Regression. Given two drug SMILES strings and cell line genomic features, predict the synergy score measuring deviation from expected non-interaction effect.. Dataset: NCI-60 drug combinations with 297,098 pairs across 59 cell lines (1) Drug 1: CC1=CC=C(C=C1)C2=CC(=NN2C3=CC=C(C=C3)S(=O)(=O)N)C(F)(F)F. Drug 2: C1=NC2=C(N1)C(=S)N=CN2. Cell line: MALME-3M. Synergy scores: CSS=13.3, Synergy_ZIP=-2.38, Synergy_Bliss=3.22, Synergy_Loewe=-11.9, Synergy_HSA=-0.967. (2) Drug 1: CCC1=C2CN3C(=CC4=C(C3=O)COC(=O)C4(CC)O)C2=NC5=C1C=C(C=C5)O. Drug 2: C(CN)CNCCSP(=O)(O)O. Cell line: NCIH23. Synergy scores: CSS=25.4, Synergy_ZIP=-7.67, Synergy_Bliss=1.93, Synergy_Loewe=-83.6, Synergy_HSA=-0.639. (3) Drug 1: CC12CCC(CC1=CCC3C2CCC4(C3CC=C4C5=CN=CC=C5)C)O. Drug 2: CC(C)(C#N)C1=CC(=CC(=C1)CN2C=NC=N2)C(C)(C)C#N. Cell line: SR. Synergy scores: CSS=33.9, Synergy_ZIP=-9.06, Synergy_Bliss=-1.60, Synergy_Loewe=-0.444, Synergy_HSA=-1.19.